Predict the product of the given reaction. From a dataset of Forward reaction prediction with 1.9M reactions from USPTO patents (1976-2016). (1) Given the reactants [CH2:1]([O:3][C@@H:4]([CH2:10][C:11]1[CH:16]=[CH:15][C:14]([O:17][CH2:18]/[CH:19]=[C:20](/[C:22]2[CH:27]=[CH:26][C:25]([C:28]3[CH:33]=[C:32]([CH:34]([CH3:36])[CH3:35])[CH:31]=[CH:30][C:29]=3[O:37][CH3:38])=[CH:24][CH:23]=2)\[CH3:21])=[CH:13][CH:12]=1)[C:5]([O:7]CC)=[O:6])[CH3:2].[OH-].[Na+], predict the reaction product. The product is: [CH2:1]([O:3][C@@H:4]([CH2:10][C:11]1[CH:16]=[CH:15][C:14]([O:17][CH2:18]/[CH:19]=[C:20](/[C:22]2[CH:23]=[CH:24][C:25]([C:28]3[CH:33]=[C:32]([CH:34]([CH3:35])[CH3:36])[CH:31]=[CH:30][C:29]=3[O:37][CH3:38])=[CH:26][CH:27]=2)\[CH3:21])=[CH:13][CH:12]=1)[C:5]([OH:7])=[O:6])[CH3:2]. (2) Given the reactants [H-].[Na+].[NH:3]1[CH:7]=[N:6][CH:5]=[N:4]1.[Cl:8][C:9]1([Cl:22])[CH2:11][CH:10]1[CH2:12][C:13]1([CH2:16][CH:17]2[CH2:19][C:18]2([Cl:21])[Cl:20])[CH2:15][O:14]1, predict the reaction product. The product is: [Cl:8][C:9]1([Cl:22])[CH2:11][CH:10]1[CH2:12][C:13]([CH2:15][N:3]1[CH:7]=[N:6][CH:5]=[N:4]1)([OH:14])[CH2:16][CH:17]1[CH2:19][C:18]1([Cl:21])[Cl:20]. (3) Given the reactants [CH3:1][C:2]1([CH3:25])[O:6][C@H:5]([CH2:7][O:8][C:9]2[CH:24]=[CH:23][C:12]([C:13]([O:15]CC3C=CC=CC=3)=[O:14])=[CH:11][CH:10]=2)[CH2:4][O:3]1, predict the reaction product. The product is: [CH3:1][C:2]1([CH3:25])[O:6][C@H:5]([CH2:7][O:8][C:9]2[CH:24]=[CH:23][C:12]([C:13]([OH:15])=[O:14])=[CH:11][CH:10]=2)[CH2:4][O:3]1. (4) Given the reactants [O:1]=[C:2]([NH:17][C@@H:18]1[CH2:22][CH2:21][NH:20][CH2:19]1)[CH2:3][NH:4][C:5](=[O:16])[C:6]1[CH:11]=[CH:10][CH:9]=[C:8]([C:12]([F:15])([F:14])[F:13])[CH:7]=1.O=[C:24]1[CH2:30][CH2:29][CH2:28][N:27]([C:31]([O:33][CH2:34][C:35]2[CH:40]=[CH:39][CH:38]=[CH:37][CH:36]=2)=[O:32])[CH2:26][CH2:25]1.C(O[BH-](OC(=O)C)OC(=O)C)(=O)C.[Na+].C([O-])(O)=O.[Na+], predict the reaction product. The product is: [F:13][C:12]([F:14])([F:15])[C:8]1[CH:7]=[C:6]([CH:11]=[CH:10][CH:9]=1)[C:5]([NH:4][CH2:3][C:2]([NH:17][C@@H:18]1[CH2:22][CH2:21][N:20]([CH:24]2[CH2:30][CH2:29][CH2:28][N:27]([C:31]([O:33][CH2:34][C:35]3[CH:36]=[CH:37][CH:38]=[CH:39][CH:40]=3)=[O:32])[CH2:26][CH2:25]2)[CH2:19]1)=[O:1])=[O:16].